Dataset: Forward reaction prediction with 1.9M reactions from USPTO patents (1976-2016). Task: Predict the product of the given reaction. (1) Given the reactants [C:1]([C:5]1[CH:13]=[CH:12][C:8]([C:9]([OH:11])=O)=[CH:7][N:6]=1)([CH3:4])([CH3:3])[CH3:2].[NH2:14][C@@H:15]1[CH2:20][CH2:19][CH2:18][N:17]([C:21]2[S:22][C:23]([NH:29][C:30]3[CH:35]=[CH:34][CH:33]=[CH:32][N:31]=3)=[C:24]([C:26]([NH2:28])=[O:27])[N:25]=2)[CH2:16]1.C(N(C(C)C)CC)(C)C.CN(C(ON1N=NC2C1=CC=CC=2)=[N+](C)C)C.F[P-](F)(F)(F)(F)F, predict the reaction product. The product is: [C:1]([C:5]1[CH:13]=[CH:12][C:8]([C:9]([NH:14][C@@H:15]2[CH2:20][CH2:19][CH2:18][N:17]([C:21]3[S:22][C:23]([NH:29][C:30]4[CH:35]=[CH:34][CH:33]=[CH:32][N:31]=4)=[C:24]([C:26]([NH2:28])=[O:27])[N:25]=3)[CH2:16]2)=[O:11])=[CH:7][N:6]=1)([CH3:2])([CH3:3])[CH3:4]. (2) Given the reactants [Cl:1][C:2]1[CH:10]=[CH:9][C:8]([C:11]2[N:12]([C:22]([O:24][C:25]([CH3:28])([CH3:27])[CH3:26])=[O:23])[C:13]3[C:18]([CH:19]=2)=[CH:17][C:16]([CH:20]=O)=[CH:15][CH:14]=3)=[C:7]2[C:3]=1[CH2:4][NH:5][C:6]2=[O:29].[NH2:30][CH2:31][CH2:32][C:33]1[CH:38]=[CH:37][N:36]=[CH:35][CH:34]=1.C(O[BH-](OC(=O)C)OC(=O)C)(=O)C.[Na+], predict the reaction product. The product is: [Cl:1][C:2]1[CH:10]=[CH:9][C:8]([C:11]2[N:12]([C:22]([O:24][C:25]([CH3:26])([CH3:27])[CH3:28])=[O:23])[C:13]3[C:18]([CH:19]=2)=[CH:17][C:16]([CH2:20][NH:30][CH2:31][CH2:32][C:33]2[CH:38]=[CH:37][N:36]=[CH:35][CH:34]=2)=[CH:15][CH:14]=3)=[C:7]2[C:3]=1[CH2:4][NH:5][C:6]2=[O:29]. (3) Given the reactants C([SiH](CC)CC)C.[Br:8][C:9]1[C:17]2[S:16][C:15](=[CH:18][C:19]3[CH:24]=[CH:23][CH:22]=[C:21]([C:25]([F:28])([F:27])[F:26])[CH:20]=3)[C:14](=O)[C:13]=2[CH:12]=[CH:11][CH:10]=1.FC(F)(F)S(O)(=O)=O, predict the reaction product. The product is: [Br:8][C:9]1[C:17]2[S:16][C:15]([CH2:18][C:19]3[CH:24]=[CH:23][CH:22]=[C:21]([C:25]([F:28])([F:26])[F:27])[CH:20]=3)=[CH:14][C:13]=2[CH:12]=[CH:11][CH:10]=1. (4) Given the reactants [CH:1]([C:4]1[NH:8][C:7]([C:9]([O:11][CH3:12])=[O:10])=[CH:6][CH:5]=1)([CH3:3])[CH3:2].C1C(=O)N([Br:20])C(=O)C1, predict the reaction product. The product is: [Br:20][C:5]1[CH:6]=[C:7]([C:9]([O:11][CH3:12])=[O:10])[NH:8][C:4]=1[CH:1]([CH3:3])[CH3:2]. (5) Given the reactants [Cl:1][C:2]1[CH:7]=[CH:6][CH:5]=[CH:4][C:3]=1[CH:8]([O:10][C:11](=[O:34])[NH:12][C:13]1[C:14]([CH3:33])=[N:15][O:16][C:17]=1[C:18]1[CH:23]=[CH:22][C:21](B2OC(C)(C)C(C)(C)O2)=[CH:20][CH:19]=1)[CH3:9].[CH2:35]([O:37][C:38](=[O:49])[CH2:39][CH2:40][CH2:41][C:42]1[CH:47]=[CH:46][C:45](Br)=[CH:44][CH:43]=1)[CH3:36], predict the reaction product. The product is: [CH2:35]([O:37][C:38](=[O:49])[CH2:39][CH2:40][CH2:41][C:42]1[CH:47]=[CH:46][C:45]([C:21]2[CH:20]=[CH:19][C:18]([C:17]3[O:16][N:15]=[C:14]([CH3:33])[C:13]=3[NH:12][C:11]([O:10][CH:8]([C:3]3[CH:4]=[CH:5][CH:6]=[CH:7][C:2]=3[Cl:1])[CH3:9])=[O:34])=[CH:23][CH:22]=2)=[CH:44][CH:43]=1)[CH3:36].